From a dataset of Full USPTO retrosynthesis dataset with 1.9M reactions from patents (1976-2016). Predict the reactants needed to synthesize the given product. (1) The reactants are: [CH2:1]([O:3][C:4](=[O:30])[C:5]([O:22][C:23]1[CH:28]=[CH:27][C:26]([Cl:29])=[CH:25][CH:24]=1)([CH3:21])[CH2:6][C:7]1[CH:12]=[CH:11][C:10]([O:13]CC2C=CC=CC=2)=[CH:9][CH:8]=1)[CH3:2]. Given the product [CH2:1]([O:3][C:4](=[O:30])[C:5]([O:22][C:23]1[CH:28]=[CH:27][C:26]([Cl:29])=[CH:25][CH:24]=1)([CH3:21])[CH2:6][C:7]1[CH:12]=[CH:11][C:10]([OH:13])=[CH:9][CH:8]=1)[CH3:2], predict the reactants needed to synthesize it. (2) Given the product [Cl:1][C:2]1[C:3]([NH:28][C:29]2[CH:38]=[CH:37][CH:36]=[CH:35][C:30]=2[C:31]([NH:33][CH3:34])=[O:32])=[N:4][C:5]([NH:8][C:9]2[CH:27]=[CH:26][C:12]3[NH:13][CH2:14][CH2:15][C:16](=[O:19])[NH:17][CH2:18][C:11]=3[CH:10]=2)=[N:6][CH:7]=1, predict the reactants needed to synthesize it. The reactants are: [Cl:1][C:2]1[C:3]([NH:28][C:29]2[CH:38]=[CH:37][CH:36]=[CH:35][C:30]=2[C:31]([NH:33][CH3:34])=[O:32])=[N:4][C:5]([NH:8][C:9]2[CH:27]=[CH:26][C:12]3[N:13](C(=O)C(F)(F)F)[CH2:14][CH2:15][C:16](=[O:19])[NH:17][CH2:18][C:11]=3[CH:10]=2)=[N:6][CH:7]=1.